This data is from Peptide-MHC class II binding affinity with 134,281 pairs from IEDB. The task is: Regression. Given a peptide amino acid sequence and an MHC pseudo amino acid sequence, predict their binding affinity value. This is MHC class II binding data. (1) The peptide sequence is NHIPGYKVQTNGPWM. The MHC is DRB3_0301 with pseudo-sequence DRB3_0301. The binding affinity (normalized) is 0.680. (2) The peptide sequence is KGSNPNYLALLVKYV. The MHC is DRB1_0101 with pseudo-sequence DRB1_0101. The binding affinity (normalized) is 0.614. (3) The peptide sequence is DVTITAPGDSPNTDG. The MHC is DRB1_1602 with pseudo-sequence DRB1_1602. The binding affinity (normalized) is 0.